From a dataset of TCR-epitope binding with 47,182 pairs between 192 epitopes and 23,139 TCRs. Binary Classification. Given a T-cell receptor sequence (or CDR3 region) and an epitope sequence, predict whether binding occurs between them. (1) The TCR CDR3 sequence is CASSFGGGEQFF. Result: 1 (the TCR binds to the epitope). The epitope is FPPTSFGPL. (2) The epitope is VTEHDTLLY. Result: 1 (the TCR binds to the epitope). The TCR CDR3 sequence is CASSGGQGPLKELTYEQYF. (3) The epitope is YLDAYNMMI. The TCR CDR3 sequence is CSARPLKGEIEQYF. Result: 0 (the TCR does not bind to the epitope). (4) The epitope is EIYKRWII. The TCR CDR3 sequence is CASSLIDGARDEQFF. Result: 1 (the TCR binds to the epitope). (5) The TCR CDR3 sequence is CASSPSIGYNEQFF. Result: 1 (the TCR binds to the epitope). The epitope is QECVRGTTVL. (6) The epitope is ELAGIGILTV. The TCR CDR3 sequence is CSVELTVKETQYF. Result: 1 (the TCR binds to the epitope). (7) The epitope is VTEHDTLLY. The TCR CDR3 sequence is CASSLFGDNEKLFF. Result: 1 (the TCR binds to the epitope).